Dataset: Catalyst prediction with 721,799 reactions and 888 catalyst types from USPTO. Task: Predict which catalyst facilitates the given reaction. (1) Reactant: [Si:1]([O:8][CH2:9][C@@H:10]([N:13]([CH2:21][C:22](N(OC)C)=[O:23])[C:14](=[O:20])[O:15][C:16]([CH3:19])([CH3:18])[CH3:17])[CH:11]=[CH2:12])([C:4]([CH3:7])([CH3:6])[CH3:5])([CH3:3])[CH3:2].[CH:28]([Mg]Br)=[CH:29][CH3:30]. Product: [Si:1]([O:8][CH2:9][C@@H:10]([N:13]([CH2:21][C:22](=[O:23])[CH:28]=[CH:29][CH3:30])[C:14](=[O:20])[O:15][C:16]([CH3:19])([CH3:17])[CH3:18])[CH:11]=[CH2:12])([C:4]([CH3:6])([CH3:5])[CH3:7])([CH3:3])[CH3:2]. The catalyst class is: 1. (2) Reactant: [CH2:1]([O:3][C:4]([C:6]1[C:7]([CH2:14][CH3:15])=[N:8][CH:9]=[CH:10][C:11]=1[CH2:12][CH3:13])=[O:5])[CH3:2].C1C=C([Cl:22])C=C(C(OO)=O)C=1. Product: [CH2:1]([O:3][C:4]([C:6]1[C:7]([CH2:14][CH3:15])=[N:8][C:9]([Cl:22])=[CH:10][C:11]=1[CH2:12][CH3:13])=[O:5])[CH3:2]. The catalyst class is: 22. (3) Reactant: [NH2:1][C:2]1[CH:3]=[C:4]2[C:9](=[CH:10][CH:11]=1)[N:8]=[CH:7][C:6]([C:12]#[N:13])=[C:5]2[NH:14][C:15]1[CH:20]=[CH:19][C:18]([F:21])=[C:17]([Cl:22])[CH:16]=1.[CH3:23][C:24]1[N:28]([CH2:29][CH2:30][N:31]2[CH2:36][CH2:35][O:34][CH2:33][CH2:32]2)[CH:27]=[N:26][C:25]=1[CH:37]=O.[BH3-]C#N.[Na+]. Product: [Cl:22][C:17]1[CH:16]=[C:15]([NH:14][C:5]2[C:4]3[C:9](=[CH:10][CH:11]=[C:2]([NH:1][CH2:37][C:25]4[N:26]=[CH:27][N:28]([CH2:29][CH2:30][N:31]5[CH2:32][CH2:33][O:34][CH2:35][CH2:36]5)[C:24]=4[CH3:23])[CH:3]=3)[N:8]=[CH:7][C:6]=2[C:12]#[N:13])[CH:20]=[CH:19][C:18]=1[F:21]. The catalyst class is: 14. (4) Reactant: C([O-])=O.[NH4+].C([N:12]1[CH2:18][CH2:17][CH2:16][CH2:15][CH:14]([OH:19])[CH2:13]1)C1C=CC=CC=1.[C:28](O[C:28]([O:30][C:31]([CH3:34])([CH3:33])[CH3:32])=[O:29])([O:30][C:31]([CH3:34])([CH3:33])[CH3:32])=[O:29].O. Product: [OH:19][CH:14]1[CH2:15][CH2:16][CH2:17][CH2:18][N:12]([C:28]([O:30][C:31]([CH3:32])([CH3:33])[CH3:34])=[O:29])[CH2:13]1. The catalyst class is: 29. (5) Reactant: CCCCCC.C([Li])CCC.Br[C:13]1[CH:14]=[CH:15][C:16]([Cl:19])=[N:17][CH:18]=1.[C:20](=O)([O-])[OH:21].[Na+]. Product: [Cl:19][C:16]1[CH:15]=[CH:14][C:13]([CH:20]=[O:21])=[CH:18][N:17]=1. The catalyst class is: 369. (6) Reactant: FC(F)(F)C([N:5]1[CH2:11][CH:10]([CH2:12][OH:13])[C:9]2[CH:14]=[C:15]([Br:20])[C:16]([O:18][CH3:19])=[CH:17][C:8]=2[CH2:7][CH2:6]1)=O.[OH-].[Na+]. Product: [Br:20][C:15]1[C:16]([O:18][CH3:19])=[CH:17][C:8]2[CH2:7][CH2:6][NH:5][CH2:11][CH:10]([CH2:12][OH:13])[C:9]=2[CH:14]=1. The catalyst class is: 430. (7) Reactant: [F:1][C:2]1[CH:10]=[CH:9][C:8]([O:11][C:12]([F:15])([F:14])[F:13])=[CH:7][C:3]=1[C:4]([OH:6])=O.CN(C(ON1N=NC2C=CC=NC1=2)=[N+](C)C)C.F[P-](F)(F)(F)(F)F.[CH3:40][O:41][C:42]1[CH:47]=[C:46]([NH2:48])[CH:45]=[CH:44][N:43]=1.CCN(CC)CC. Product: [F:1][C:2]1[CH:10]=[CH:9][C:8]([O:11][C:12]([F:15])([F:14])[F:13])=[CH:7][C:3]=1[C:4]([NH:48][C:46]1[CH:45]=[CH:44][N:43]=[C:42]([O:41][CH3:40])[CH:47]=1)=[O:6]. The catalyst class is: 4. (8) Reactant: [O:1]1[CH2:4][C:3](=[CH:5][C:6]([O:8][CH2:9][CH3:10])=[O:7])[CH2:2]1.Cl[Si](C)(C)[CH3:13].C[Mg]Cl. Product: [CH3:13][C:3]1([CH2:5][C:6]([O:8][CH2:9][CH3:10])=[O:7])[CH2:4][O:1][CH2:2]1. The catalyst class is: 356.